From a dataset of Forward reaction prediction with 1.9M reactions from USPTO patents (1976-2016). Predict the product of the given reaction. (1) The product is: [N:17]1([CH2:22][C:23]2[CH:28]=[CH:27][C:26]([CH2:29][CH2:30][NH:31][C:14]([CH:11]3[CH2:10][CH2:9][CH:8]([C:5]4[CH:4]=[CH:3][C:2]([Cl:1])=[CH:7][CH:6]=4)[CH2:13][CH2:12]3)=[O:16])=[CH:25][CH:24]=2)[CH2:21][CH2:20][CH2:19][CH2:18]1. Given the reactants [Cl:1][C:2]1[CH:7]=[CH:6][C:5]([CH:8]2[CH2:13][CH2:12][CH:11]([C:14]([OH:16])=O)[CH2:10][CH2:9]2)=[CH:4][CH:3]=1.[N:17]1([CH2:22][C:23]2[CH:28]=[CH:27][C:26]([CH2:29][CH2:30][NH2:31])=[CH:25][CH:24]=2)[CH2:21][CH2:20][CH2:19][CH2:18]1, predict the reaction product. (2) Given the reactants [N:1]([CH2:4][CH2:5][CH2:6][CH2:7][CH2:8][CH2:9][C:10]([OH:12])=O)=[N+:2]=[N-:3].C1N=CN(C(N2C=NC=C2)=O)C=1.N#N.[CH2:27]([NH2:34])[C:28]1[CH:33]=[CH:32][CH:31]=[CH:30][CH:29]=1, predict the reaction product. The product is: [N:1]([CH2:4][CH2:5][CH2:6][CH2:7][CH2:8][CH2:9][C:10]([NH:34][CH2:27][C:28]1[CH:33]=[CH:32][CH:31]=[CH:30][CH:29]=1)=[O:12])=[N+:2]=[N-:3].